Dataset: Reaction yield outcomes from USPTO patents with 853,638 reactions. Task: Predict the reaction yield, written as a fraction of the theoretical maximum amount of product (1.0 means a 100% yield; for example, 0.34 means a 34% yield). (1) The reactants are [CH3:1][O:2][C:3]([NH:5][CH:6]([CH2:10][CH3:11])[C:7](O)=[O:8])=[O:4].C1C=CC2N(O)N=NC=2C=1.Cl.Cl.Cl.[CH3:25][O:26][C:27](=[O:75])[NH:28][CH:29]([C:33]([N:35]1[CH:41]([C:42]2[NH:43][C:44]([C:47]3[CH:52]=[CH:51][C:50]([C:53]4[CH:62]=[CH:61][C:60]5[C:55](=[CH:56][CH:57]=[C:58]([C:63]6[NH:64][C:65]([CH:68]7[CH2:72][CH:71]([C:73]#[N:74])[CH2:70][NH:69]7)=[N:66][CH:67]=6)[CH:59]=5)[CH:54]=4)=[CH:49][CH:48]=3)=[CH:45][N:46]=2)[CH2:40][C:37]2([CH2:39][CH2:38]2)[CH2:36]1)=[O:34])[CH:30]([CH3:32])[CH3:31].CN1CCOCC1. The catalyst is CN(C=O)C.CCOC(C)=O. The product is [CH3:25][O:26][C:27](=[O:75])[NH:28][CH:29]([C:33]([N:35]1[CH:41]([C:42]2[NH:43][C:44]([C:47]3[CH:48]=[CH:49][C:50]([C:53]4[CH:62]=[CH:61][C:60]5[C:55](=[CH:56][CH:57]=[C:58]([C:63]6[NH:64][C:65]([CH:68]7[CH2:72][CH:71]([C:73]#[N:74])[CH2:70][N:69]7[C:7](=[O:8])[CH:6]([NH:5][C:3]([O:2][CH3:1])=[O:4])[CH2:10][CH3:11])=[N:66][CH:67]=6)[CH:59]=5)[CH:54]=4)=[CH:51][CH:52]=3)=[CH:45][N:46]=2)[CH2:40][C:37]2([CH2:38][CH2:39]2)[CH2:36]1)=[O:34])[CH:30]([CH3:32])[CH3:31]. The yield is 0.540. (2) The reactants are [C:1]([O:5][C:6]([N:8]1[CH2:12][CH2:11][CH2:10][CH:9]1[CH2:13][O:14][C:15]1[CH:20]=[CH:19][C:18](I)=[CH:17][C:16]=1[CH3:22])=[O:7])([CH3:4])([CH3:3])[CH3:2].CCN(CC)CC. The catalyst is CS(C)=O.CC([O-])=O.CC([O-])=O.[Pd+2].C1(P(C2C=CC=CC=2)CCCP(C2C=CC=CC=2)C2C=CC=CC=2)C=CC=CC=1. The product is [CH3:1][O:5][C:6](=[O:7])[C:18]1[CH:19]=[CH:20][C:15]([O:14][CH2:13][CH:9]2[CH2:10][CH2:11][CH2:12][N:8]2[C:6]([O:5][C:1]([CH3:4])([CH3:3])[CH3:2])=[O:7])=[C:16]([CH3:22])[CH:17]=1. The yield is 0.560. (3) The reactants are [CH3:1][C:2]1([CH3:14])[C:6](=[O:7])[CH:5]=[C:4]([C:8]2[CH:13]=[CH:12][N:11]=[CH:10][CH:9]=2)[O:3]1.C1C(=O)N([Br:22])C(=O)C1. The catalyst is C(Cl)(Cl)Cl.C(Cl)Cl. The product is [Br:22][C:5]1[C:6](=[O:7])[C:2]([CH3:14])([CH3:1])[O:3][C:4]=1[C:8]1[CH:13]=[CH:12][N:11]=[CH:10][CH:9]=1. The yield is 0.210. (4) The reactants are C(OC(N[C@@H](C(C)C)C(O)=O)=O)(C)(C)C.C(OC(NC(C(C)(C)C)C(O)=O)=O)(C)(C)C.NCCO.C(OC(=O)NC(C(=O)NC1C2C(=CC=CC=2)CC1O)C(C)(C)C)(C)(C)C.ClNC(=O)[O-].C([O:69][C:70]([C:72]1([NH:77][C:78]([CH:80]2[CH2:84][CH:83]([O:85][C:86]3[C:95]4[C:90](=[CH:91][C:92]([O:96][CH3:97])=[CH:93][CH:94]=4)[N:89]=[C:88]([C:98]4[CH:103]=[CH:102][CH:101]=[CH:100][CH:99]=4)[CH:87]=3)[CH2:82][N:81]2[C:104](=[O:124])[NH:105][CH:106]([C:111](=[O:123])[NH:112][CH:113]2C3C(=CC=CC=3)C[CH:114]2[OH:122])[C:107](C)([CH3:109])[CH3:108])=[O:79])[CH2:74][CH:73]1[CH:75]=[CH2:76])=[O:71])C. No catalyst specified. The product is [OH:122][CH2:114][CH2:113][NH:112][C:111]([C@@H:106]([NH:105][C:104]([N:81]1[CH2:82][C@H:83]([O:85][C:86]2[C:95]3[C:90](=[CH:91][C:92]([O:96][CH3:97])=[CH:93][CH:94]=3)[N:89]=[C:88]([C:98]3[CH:99]=[CH:100][CH:101]=[CH:102][CH:103]=3)[CH:87]=2)[CH2:84][C@H:80]1[C:78]([NH:77][C@:72]1([C:70]([OH:71])=[O:69])[CH2:74][C@H:73]1[CH:75]=[CH2:76])=[O:79])=[O:124])[CH:107]([CH3:109])[CH3:108])=[O:123]. The yield is 0.0800. (5) The reactants are [NH2:1][C:2]1[N:6]([C:7]2[CH:8]=[C:9]([OH:13])[CH:10]=[N:11][CH:12]=2)[N:5]=[C:4]([C:14]([CH3:17])([CH3:16])[CH3:15])[CH:3]=1.[O:18]1[CH2:23][CH2:22][CH2:21][CH2:20][CH:19]1[O:24][CH2:25][CH2:26]O.C1(P(C2C=CC=CC=2)C2C=CC=CC=2)C=CC=CC=1.N(C(OCC)=O)=NC(OCC)=O. The catalyst is C1COCC1. The product is [C:14]([C:4]1[CH:3]=[C:2]([NH2:1])[N:6]([C:7]2[CH:12]=[N:11][CH:10]=[C:9]([O:13][CH2:26][CH2:25][O:24][CH:19]3[CH2:20][CH2:21][CH2:22][CH2:23][O:18]3)[CH:8]=2)[N:5]=1)([CH3:17])([CH3:16])[CH3:15]. The yield is 0.360.